Dataset: Peptide-MHC class II binding affinity with 134,281 pairs from IEDB. Task: Regression. Given a peptide amino acid sequence and an MHC pseudo amino acid sequence, predict their binding affinity value. This is MHC class II binding data. (1) The peptide sequence is ALTEALRVIAGAFEV. The MHC is DRB1_0404 with pseudo-sequence DRB1_0404. The binding affinity (normalized) is 0.573. (2) The peptide sequence is LEAAVKQAYAATVAA. The MHC is DRB4_0101 with pseudo-sequence DRB4_0103. The binding affinity (normalized) is 0.0651. (3) The MHC is DRB1_0802 with pseudo-sequence DRB1_0802. The peptide sequence is LSPISNMVSMANNHM. The binding affinity (normalized) is 0.0887. (4) The binding affinity (normalized) is 0.0905. The MHC is DRB1_0701 with pseudo-sequence DRB1_0701. The peptide sequence is VILTDGPERVILAGP. (5) The peptide sequence is DVKFPGGGQIVGGVYLLPRR. The MHC is DRB1_0401 with pseudo-sequence DRB1_0401. The binding affinity (normalized) is 0. (6) The peptide sequence is GPTATFEAMYLGTCQ. The MHC is DRB3_0202 with pseudo-sequence DRB3_0202. The binding affinity (normalized) is 0.126.